This data is from Catalyst prediction with 721,799 reactions and 888 catalyst types from USPTO. The task is: Predict which catalyst facilitates the given reaction. (1) Reactant: Cl.[NH2:2][C:3]1[N:8]=[C:7]([C:9]2[C:14]([C:15]([F:18])([F:17])[F:16])=[CH:13][CH:12]=[CH:11][N:10]=2)[CH:6]=[CH:5][C:4]=1[C:19]([OH:21])=[O:20].O[N:23]1[C:27](=[O:28])[CH2:26][CH2:25][C:24]1=[O:29].CCN=C=NCCCN(C)C.CCN(C(C)C)C(C)C. Product: [O:29]=[C:24]1[CH2:25][CH2:26][C:27](=[O:28])[N:23]1[O:20][C:19]([C:4]1[CH:5]=[CH:6][C:7]([C:9]2[C:14]([C:15]([F:18])([F:17])[F:16])=[CH:13][CH:12]=[CH:11][N:10]=2)=[N:8][C:3]=1[NH2:2])=[O:21]. The catalyst class is: 56. (2) Reactant: Cl[C:2]1[C:7]([N+:8]([O-:10])=[O:9])=[CH:6][CH:5]=[CH:4][N:3]=1.[C:11]([O:15][C:16](=[O:22])[NH:17][CH2:18][CH2:19][CH2:20][NH2:21])([CH3:14])([CH3:13])[CH3:12].C(=O)([O-])[O-].[K+].[K+].C(#N)C. Product: [N+:8]([C:7]1[C:2]([NH:21][CH2:20][CH2:19][CH2:18][NH:17][C:16](=[O:22])[O:15][C:11]([CH3:13])([CH3:12])[CH3:14])=[N:3][CH:4]=[CH:5][CH:6]=1)([O-:10])=[O:9]. The catalyst class is: 69. (3) Reactant: [H-].[H-].[H-].[H-].[Li+].[Al+3].[C:7]([OH:12])(=O)[CH:8]=[CH:9][CH3:10].[C:13]1([C:19]2[CH:24]=[CH:23][CH:22]=[CH:21][CH:20]=2)[CH:18]=[CH:17][CH:16]=[CH:15][CH:14]=1. Product: [C:13]1([C:19]2[CH:20]=[CH:21][CH:22]=[CH:23][CH:24]=2)[CH:18]=[CH:17][C:16]([C:9]([CH3:10])=[CH:8][CH2:7][OH:12])=[CH:15][CH:14]=1. The catalyst class is: 1. (4) Reactant: [CH:1]1[CH:2]=[C:3]([N:9]2[CH2:14][CH2:13][N:12]([CH2:15][CH2:16][CH2:17][CH2:18][O:19][C:20]3[CH:21]=[CH:22][C:23]4[CH2:30][CH2:29][C:27](=[O:28])[NH:26][C:24]=4[CH:25]=3)[CH2:11][CH2:10]2)[C:4]([Cl:8])=[C:5]([Cl:7])[CH:6]=1.[CH2:31]([N:38]([CH2:42][C:43]1[CH:48]=[CH:47][CH:46]=[CH:45][CH:44]=1)[C:39](Cl)=[O:40])[C:32]1[CH:37]=[CH:36][CH:35]=[CH:34][CH:33]=1.CC1CCCO1. Product: [CH2:42]([N:38]([CH2:31][C:32]1[CH:37]=[CH:36][CH:35]=[CH:34][CH:33]=1)[C:39](=[O:40])[O:28][C:27]1[CH2:29][CH2:30][C:23]2[C:24](=[CH:25][C:20]([O:19][CH2:18][CH2:17][CH2:16][CH2:15][N:12]3[CH2:13][CH2:14][N:9]([C:3]4[CH:2]=[CH:1][CH:6]=[C:5]([Cl:7])[C:4]=4[Cl:8])[CH2:10][CH2:11]3)=[CH:21][CH:22]=2)[N:26]=1)[C:43]1[CH:44]=[CH:45][CH:46]=[CH:47][CH:48]=1. The catalyst class is: 84. (5) Reactant: [OH:1][C:2]1[CH:11]=[CH:10][C:5]2[C:6](=[O:9])[CH2:7][O:8][C:4]=2[C:3]=1[CH2:12][N:13]1[CH2:18][CH2:17][N:16]([C:19]([O:21][C:22]([CH3:25])([CH3:24])[CH3:23])=[O:20])[CH2:15][CH2:14]1.[CH3:26][S:27]([N:30]1[C:38]2[C:33](=[CH:34][CH:35]=[CH:36][CH:37]=2)[C:32]([CH:39]=O)=[CH:31]1)(=[O:29])=[O:28].N1CCCCC1. Product: [OH:1][C:2]1[CH:11]=[CH:10][C:5]2[C:6](=[O:9])/[C:7](=[CH:39]/[C:32]3[C:33]4[C:38](=[CH:37][CH:36]=[CH:35][CH:34]=4)[N:30]([S:27]([CH3:26])(=[O:29])=[O:28])[CH:31]=3)/[O:8][C:4]=2[C:3]=1[CH2:12][N:13]1[CH2:14][CH2:15][N:16]([C:19]([O:21][C:22]([CH3:25])([CH3:24])[CH3:23])=[O:20])[CH2:17][CH2:18]1. The catalyst class is: 5. (6) Reactant: [C:1]([O:5][C:6]([C:8]1[CH:16]=[CH:15][C:11](C(O)=O)=[CH:10][N:9]=1)=[O:7])([CH3:4])([CH3:3])[CH3:2].C([N:19]([CH2:22]C)CC)C.C1(P(N=[N+]=[N-])(C2C=CC=CC=2)=[O:31])C=CC=CC=1.Cl.[C:42]([OH:46])([CH3:45])([CH3:44])[CH3:43]. Product: [C:42]([O:46][C:22]([NH:19][C:11]1[CH:15]=[CH:16][C:8]([C:6]([O:5][C:1]([CH3:2])([CH3:3])[CH3:4])=[O:7])=[N:9][CH:10]=1)=[O:31])([CH3:45])([CH3:44])[CH3:43]. The catalyst class is: 11.